This data is from Full USPTO retrosynthesis dataset with 1.9M reactions from patents (1976-2016). The task is: Predict the reactants needed to synthesize the given product. Given the product [F:13][CH:12]([F:14])[O:11][C:7]1[CH:8]=[CH:9][C:10]2[N:5]([N:4]=[C:3]([C:15]3[CH:20]=[CH:19][CH:18]=[C:17]([F:21])[CH:16]=3)[C:2]=2[C:35]2[CH:36]=[CH:37][C:32]([S:29]([CH3:28])(=[O:31])=[O:30])=[CH:33][CH:34]=2)[N:6]=1, predict the reactants needed to synthesize it. The reactants are: Br[C:2]1[C:3]([C:15]2[CH:20]=[CH:19][CH:18]=[C:17]([F:21])[CH:16]=2)=[N:4][N:5]2[C:10]=1[CH:9]=[CH:8][C:7]([O:11][CH:12]([F:14])[F:13])=[N:6]2.C(=O)([O-])[O-].[Na+].[Na+].[CH3:28][S:29]([C:32]1[CH:37]=[CH:36][C:35](B(O)O)=[CH:34][CH:33]=1)(=[O:31])=[O:30].